From a dataset of Reaction yield outcomes from USPTO patents with 853,638 reactions. Predict the reaction yield, written as a fraction of the theoretical maximum amount of product (1.0 means a 100% yield; for example, 0.34 means a 34% yield). (1) The reactants are [NH2:1][C@H:2]1[CH2:11][CH2:10][C:9]2[C:8]([S:12]([NH:15][C:16]3[CH:21]=[C:20]([Cl:22])[CH:19]=[CH:18][C:17]=3[O:23][CH3:24])(=[O:14])=[O:13])=[CH:7][CH:6]=[C:5]([O:25][CH3:26])[C:4]=2[CH2:3]1.C(N(CC)CC)C.Cl[C:35]([O:37][CH2:38][CH3:39])=[O:36]. The catalyst is ClCCl. The product is [Cl:22][C:20]1[CH:19]=[CH:18][C:17]([O:23][CH3:24])=[C:16]([NH:15][S:12]([C:8]2[CH:7]=[CH:6][C:5]([O:25][CH3:26])=[C:4]3[C:9]=2[CH2:10][CH2:11][C@H:2]([NH:1][C:35](=[O:36])[O:37][CH2:38][CH3:39])[CH2:3]3)(=[O:14])=[O:13])[CH:21]=1. The yield is 0.330. (2) The reactants are [Cl:1][C:2]1[N:3]=[C:4](Cl)[C:5]2[S:10][CH:9]=[CH:8][C:6]=2[N:7]=1.[NH:12]1[CH2:17][CH2:16][O:15][CH2:14][CH2:13]1. The catalyst is CO. The product is [Cl:1][C:2]1[N:3]=[C:4]([N:12]2[CH2:17][CH2:16][O:15][CH2:14][CH2:13]2)[C:5]2[S:10][CH:9]=[CH:8][C:6]=2[N:7]=1. The yield is 1.00. (3) The catalyst is C1C=CC([P]([Pd]([P](C2C=CC=CC=2)(C2C=CC=CC=2)C2C=CC=CC=2)([P](C2C=CC=CC=2)(C2C=CC=CC=2)C2C=CC=CC=2)[P](C2C=CC=CC=2)(C2C=CC=CC=2)C2C=CC=CC=2)(C2C=CC=CC=2)C2C=CC=CC=2)=CC=1.C1(C)C=CC=CC=1.C(O)C. The reactants are [C:1]1([C:30]2[CH:35]=[CH:34][CH:33]=[CH:32][CH:31]=2)[CH:6]=[CH:5][C:4]([CH:7]2[CH:26]=[C:25]3[C:10](=[C:11](Br)[C:12]4[CH:13]=[C:14]5[C:22]([C:23]([CH3:28])([CH3:27])[C:24]=43)=[C:21]3[C:16]([CH:17]=[CH:18][CH:19]=[CH:20]3)=[N:15]5)[CH:9]=[CH:8]2)=[CH:3][CH:2]=1.[C:36]1([N:42]2[C:54]3[CH:53]=[CH:52][C:51](B4OC(C)(C)C(C)(C)O4)=[CH:50][C:49]=3[C:48]3[C:43]2=[CH:44][CH:45]=[CH:46][CH:47]=3)[CH:41]=[CH:40][CH:39]=[CH:38][CH:37]=1.C(=O)([O-])[O-].[K+].[K+]. The product is [C:1]1([C:30]2[CH:35]=[CH:34][CH:33]=[CH:32][CH:31]=2)[CH:6]=[CH:5][C:4]([CH:7]2[CH:26]=[C:25]3[C:10](=[C:11]([C:51]4[CH:52]=[CH:53][C:54]5[N:42]([C:36]6[CH:41]=[CH:40][CH:39]=[CH:38][CH:37]=6)[C:43]6[C:48]([C:49]=5[CH:50]=4)=[CH:47][CH:46]=[CH:45][CH:44]=6)[C:12]4[CH:13]=[C:14]5[C:22]([C:23]([CH3:28])([CH3:27])[C:24]=43)=[C:21]3[C:16]([CH:17]=[CH:18][CH:19]=[CH:20]3)=[N:15]5)[CH:9]=[CH:8]2)=[CH:3][CH:2]=1. The yield is 0.452. (4) The reactants are [F:1][C:2]1[C:7]([C:8]2[N:28]=[C:11]3[CH:12]=[C:13]([NH:16][C:17]([C:19]4[N:23]([CH3:24])[N:22]=[CH:21][C:20]=4[C:25]([OH:27])=O)=[O:18])[CH:14]=[CH:15][N:10]3[N:9]=2)=[CH:6][CH:5]=[CH:4][N:3]=1.[NH:29]1[CH2:34][CH2:33][O:32][CH2:31][CH2:30]1. No catalyst specified. The product is [F:1][C:2]1[C:7]([C:8]2[N:28]=[C:11]3[CH:12]=[C:13]([NH:16][C:17]([C:19]4[N:23]([CH3:24])[N:22]=[CH:21][C:20]=4[C:25]([N:29]4[CH2:34][CH2:33][O:32][CH2:31][CH2:30]4)=[O:27])=[O:18])[CH:14]=[CH:15][N:10]3[N:9]=2)=[CH:6][CH:5]=[CH:4][N:3]=1. The yield is 0.508. (5) The reactants are [NH2:1][C:2]1[CH:3]=[CH:4][C:5]([S:12](=[O:25])(=[O:24])[NH:13][C:14]2[CH:15]=[CH:16][C:17]3[CH2:21][O:20][B:19]([OH:22])[C:18]=3[CH:23]=2)=[C:6]([CH2:8][C:9]([OH:11])=O)[CH:7]=1.Cl.[CH3:27][O:28][NH2:29].C1CN([P+](ON2N=NC3C=CC=CC2=3)(N2CCCC2)N2CCCC2)CC1.F[P-](F)(F)(F)(F)F.O. The catalyst is CN(C=O)C. The product is [NH2:1][C:2]1[CH:3]=[CH:4][C:5]([S:12](=[O:25])(=[O:24])[NH:13][C:14]2[CH:15]=[CH:16][C:17]3[CH2:21][O:20][B:19]([OH:22])[C:18]=3[CH:23]=2)=[C:6]([CH2:8][C:9]([NH:29][O:28][CH3:27])=[O:11])[CH:7]=1. The yield is 0.0400. (6) The reactants are [O:1]=[C:2]1[C:10]2[C:5](=[CH:6][CH:7]=[CH:8][CH:9]=2)[C:4](=[O:11])[N:3]1[CH2:12][CH2:13][C:14](=[CH2:25])[CH2:15][O:16]C(=O)C1C=CC=CC=1.[O:26]=[C:27]1[C:35]2[C:30](=[CH:31][CH:32]=[CH:33][CH:34]=2)[C:29](=[O:36])[N:28]1[CH2:37][C:38](=[CH2:50])[CH2:39][CH2:40][O:41]C(=O)C1C=CC=CC=1.[OH-].[Na+]. The catalyst is CO.C(OCC)(=O)C.C([O-])(O)=O.[Na+]. The product is [OH:16][CH2:15][C:14](=[CH2:25])[CH2:13][CH2:12][N:3]1[C:4](=[O:11])[C:5]2[C:10](=[CH:9][CH:8]=[CH:7][CH:6]=2)[C:2]1=[O:1].[OH:41][CH2:40][CH2:39][C:38](=[CH2:50])[CH2:37][N:28]1[C:29](=[O:36])[C:30]2[C:35](=[CH:34][CH:33]=[CH:32][CH:31]=2)[C:27]1=[O:26]. The yield is 0.290.